Dataset: Full USPTO retrosynthesis dataset with 1.9M reactions from patents (1976-2016). Task: Predict the reactants needed to synthesize the given product. Given the product [Cl:14][C:15]1[C:22]([F:23])=[CH:21][CH:20]=[CH:19][C:16]=1[CH2:17][NH:18][C:24](=[O:25])[O:26][C:3]1[CH:2]=[CH:1][C:6]([N+:7]([O-:9])=[O:8])=[CH:5][CH:4]=1, predict the reactants needed to synthesize it. The reactants are: [CH:1]1[C:6]([N+:7]([O-:9])=[O:8])=[CH:5][CH:4]=[C:3]([Cl-]C([O-])=O)[CH:2]=1.[Cl:14][C:15]1[C:22]([F:23])=[CH:21][CH:20]=[CH:19][C:16]=1[CH2:17][NH2:18].[C:24](=O)([O-:26])[O-:25].[Na+].[Na+].